This data is from Catalyst prediction with 721,799 reactions and 888 catalyst types from USPTO. The task is: Predict which catalyst facilitates the given reaction. (1) Reactant: [Br:1][C:2]1[CH:7]=[CH:6][C:5]([N:8]2[CH:12]([C:13]3[CH:18]=[CH:17][CH:16]=[CH:15][C:14]=3[O:19][CH3:20])[C:11]([C:21](=O)[C:22]([CH3:32])([CH3:31])[CH2:23][O:24]C3CCCCO3)=[C:10](O)[C:9]2=[O:35])=[CH:4][CH:3]=1.O.[NH2:37][NH2:38].C(=O)(O)[O-].[Na+]. Product: [Br:1][C:2]1[CH:7]=[CH:6][C:5]([N:8]2[CH:12]([C:13]3[CH:18]=[CH:17][CH:16]=[CH:15][C:14]=3[O:19][CH3:20])[C:11]3[C:21]([C:22]([CH2:23][OH:24])([CH3:32])[CH3:31])=[N:38][NH:37][C:10]=3[C:9]2=[O:35])=[CH:4][CH:3]=1. The catalyst class is: 15. (2) Reactant: [O:1]=[C:2]1[CH:7]=[C:6]([NH:8][C:9](=[O:22])[CH2:10][C:11]2[CH:16]=[CH:15][CH:14]=[C:13]([O:17][C:18]([F:21])([F:20])[F:19])[CH:12]=2)[CH:5]=[CH:4][N:3]1[CH2:23][CH2:24][CH2:25][CH2:26][N:27]1[CH:31]=[C:30]([C:32](O)=[O:33])[N:29]=[N:28]1.[N:35]1[CH:40]=[CH:39][CH:38]=[CH:37][C:36]=1[CH2:41][NH2:42].CN(C(ON1N=NC2C=CC=NC1=2)=[N+](C)C)C.F[P-](F)(F)(F)(F)F.CCN(C(C)C)C(C)C. Product: [O:1]=[C:2]1[CH:7]=[C:6]([NH:8][C:9](=[O:22])[CH2:10][C:11]2[CH:16]=[CH:15][CH:14]=[C:13]([O:17][C:18]([F:19])([F:21])[F:20])[CH:12]=2)[CH:5]=[CH:4][N:3]1[CH2:23][CH2:24][CH2:25][CH2:26][N:27]1[CH:31]=[C:30]([C:32]([NH:42][CH2:41][C:36]2[CH:37]=[CH:38][CH:39]=[CH:40][N:35]=2)=[O:33])[N:29]=[N:28]1. The catalyst class is: 3. (3) Reactant: [NH:1](C(OC(C)(C)C)=O)[C@H:2]([C:8]([O:10]C(C)(C)C)=[O:9])[CH2:3][CH2:4][C:5](=[O:7])O.C1C=NC2N(O)N=NC=2C=1.CN(C(ON1N=NC2C=CC=NC1=2)=[N+](C)C)C.F[P-](F)(F)(F)(F)F.[NH2:56][C:57]1[CH:58]=[C:59]([P:63](=[O:66])([OH:65])[OH:64])[CH:60]=[CH:61][CH:62]=1. Product: [P:63]([C:59]1[CH:58]=[C:57]([NH:56][C:5](=[O:7])[CH2:4][CH2:3][C@@H:2]([C:8]([OH:10])=[O:9])[NH2:1])[CH:62]=[CH:61][CH:60]=1)([OH:66])([OH:65])=[O:64]. The catalyst class is: 338. (4) Reactant: [CH3:1][N:2]([CH2:17][C:18]#[CH:19])[C:3]1[S:4][C:5]2[CH:11]=[C:10](OC(F)(F)F)[CH:9]=[CH:8][C:6]=2[N:7]=1.[F:20][C:21]([F:34])([F:33])[O:22]C1C2N=C(N)SC=2C=CC=1.S([O-])([O-])(=O)=O.[NH3+]N.[NH3+]N.O.NN.O=S(Cl)Cl.CNCC#C. Product: [CH3:1][N:2]([CH2:17][C:18]#[CH:19])[C:3]1[S:4][C:5]2[CH:11]=[CH:10][CH:9]=[C:8]([O:22][C:21]([F:34])([F:33])[F:20])[C:6]=2[N:7]=1. The catalyst class is: 196. (5) Reactant: [O:1]1[C:5]2[CH:6]=[CH:7][C:8]([C:10]3([C:13]([NH:15][C:16]4[CH:21]=[CH:20][C:19]([CH3:22])=[C:18](B5OC(C)(C)C(C)(C)O5)[CH:17]=4)=[O:14])[CH2:12][CH2:11]3)=[CH:9][C:4]=2[O:3][CH2:2]1.Br[C:33]1[CH:40]=[CH:39][C:36]([C:37]#[N:38])=[C:35]([Cl:41])[CH:34]=1.C(=O)([O-])[O-].[K+].[K+]. Product: [O:1]1[C:5]2[CH:6]=[CH:7][C:8]([C:10]3([C:13]([NH:15][C:16]4[CH:17]=[C:18]([C:33]5[CH:40]=[CH:39][C:36]([C:37]#[N:38])=[C:35]([Cl:41])[CH:34]=5)[C:19]([CH3:22])=[CH:20][CH:21]=4)=[O:14])[CH2:11][CH2:12]3)=[CH:9][C:4]=2[O:3][CH2:2]1. The catalyst class is: 3. (6) Reactant: [OH-].[Na+].CC1(C)C(C)(C)OB([C:11]2[CH:19]=[CH:18][CH:17]=[C:16]3[C:12]=2[CH:13]=[CH:14][NH:15]3)O1.[NH2:21][C:22]1[N:27]=[CH:26][C:25](Br)=[CH:24][N:23]=1. Product: [NH:15]1[C:16]2[C:12](=[C:11]([C:25]3[CH:24]=[N:23][C:22]([NH2:21])=[N:27][CH:26]=3)[CH:19]=[CH:18][CH:17]=2)[CH:13]=[CH:14]1. The catalyst class is: 176. (7) Reactant: C([O:3][C:4](=[O:26])[C:5]([S:15]([C:18]1[CH:23]=[CH:22][C:21]([O:24][CH3:25])=[CH:20][CH:19]=1)(=[O:17])=[O:16])([CH3:14])[CH2:6][C:7]1[CH:12]=[CH:11][CH:10]=[CH:9][C:8]=1[Br:13])C. Product: [Br:13][C:8]1[CH:9]=[CH:10][CH:11]=[CH:12][C:7]=1[CH2:6][C:5]([S:15]([C:18]1[CH:23]=[CH:22][C:21]([O:24][CH3:25])=[CH:20][CH:19]=1)(=[O:17])=[O:16])([CH3:14])[C:4]([OH:26])=[O:3]. The catalyst class is: 273.